From a dataset of Full USPTO retrosynthesis dataset with 1.9M reactions from patents (1976-2016). Predict the reactants needed to synthesize the given product. (1) Given the product [CH3:13][Si:12]([C:10]#[C:11][C:2]1[S:3][CH:4]=[CH:5][C:6]=1[NH:7][CH:8]=[O:9])([CH3:15])[CH3:14], predict the reactants needed to synthesize it. The reactants are: I[C:2]1[S:3][CH:4]=[CH:5][C:6]=1[NH:7][CH:8]=[O:9].[C:10]([Si:12]([CH3:15])([CH3:14])[CH3:13])#[CH:11]. (2) Given the product [C:1]1([N:7]2[N:11]=[N:10][C:9]([C:12]([OH:14])=[O:13])=[N:8]2)[CH:2]=[CH:3][CH:4]=[CH:5][CH:6]=1, predict the reactants needed to synthesize it. The reactants are: [C:1]1([N:7]2[N:11]=[N:10][C:9]([C:12]([O:14]CC)=[O:13])=[N:8]2)[CH:6]=[CH:5][CH:4]=[CH:3][CH:2]=1.[OH-].[Na+]. (3) The reactants are: [Cl:1][C:2]1[N:7]=[C:6](Cl)[C:5]([F:9])=[CH:4][N:3]=1.N#N.[CH3:12][O:13][C:14]([C:16]1[CH:17]=[C:18]([CH:20]=[CH:21][C:22]=1[O:23][CH3:24])[NH2:19])=[O:15].Cl. Given the product [Cl:1][C:2]1[N:7]=[C:6]([NH:19][C:18]2[CH:20]=[CH:21][C:22]([O:23][CH3:24])=[C:16]([C:14]([O:13][CH3:12])=[O:15])[CH:17]=2)[C:5]([F:9])=[CH:4][N:3]=1, predict the reactants needed to synthesize it. (4) Given the product [OH:27][CH2:26][CH2:28][NH:29][C:8]([NH:9][C:10]1[CH:15]=[CH:14][C:13]([B:16]2[O:20][C:19]([CH3:21])([CH3:22])[C:18]([CH3:24])([CH3:23])[O:17]2)=[CH:12][CH:11]=1)=[O:25], predict the reactants needed to synthesize it. The reactants are: C1(O[C:8](=[O:25])[NH:9][C:10]2[CH:15]=[CH:14][C:13]([B:16]3[O:20][C:19]([CH3:22])([CH3:21])[C:18]([CH3:24])([CH3:23])[O:17]3)=[CH:12][CH:11]=2)C=CC=CC=1.[CH2:26]([CH2:28][NH2:29])[OH:27]. (5) Given the product [Cl:1][C:2]1[CH:3]=[C:4]([NH:8][C:9]2[C:10]3[CH:20]=[CH:19][CH:18]=[C:17]([C:21]4[CH:26]=[CH:25][N:24]=[C:23]([CH3:27])[CH:22]=4)[C:11]=3[S:12][C:13]=2[NH2:14])[CH:5]=[CH:6][CH:7]=1, predict the reactants needed to synthesize it. The reactants are: [Cl:1][C:2]1[CH:3]=[C:4]([NH:8][C:9]2[C:10]3[CH:20]=[CH:19][CH:18]=[C:17]([C:21]4[CH:26]=[CH:25][N:24]=[C:23]([CH3:27])[CH:22]=4)[C:11]=3[S:12][C:13]=2[N+:14]([O-])=O)[CH:5]=[CH:6][CH:7]=1.[H][H]. (6) Given the product [NH2:16][C:13]1[C:12]2[C:7]([O:6][C:5]3[CH:17]=[CH:18][C:2]([NH:1][C:25]4[CH:24]=[C:23]([Cl:28])[N:22]=[C:21]([NH2:20])[N:26]=4)=[CH:3][C:4]=3[F:19])=[CH:8][CH:9]=[CH:10][C:11]=2[O:15][N:14]=1, predict the reactants needed to synthesize it. The reactants are: [NH2:1][C:2]1[CH:18]=[CH:17][C:5]([O:6][C:7]2[C:12]3[C:13]([NH2:16])=[N:14][O:15][C:11]=3[CH:10]=[CH:9][CH:8]=2)=[C:4]([F:19])[CH:3]=1.[NH2:20][C:21]1[N:26]=[C:25](Cl)[CH:24]=[C:23]([Cl:28])[N:22]=1.Cl. (7) Given the product [ClH:19].[Cl:19][C:14]1[CH:15]=[CH:16][CH:17]=[CH:18][C:13]=1[N:9]1[CH2:10][CH2:11][CH2:12][NH:8]1, predict the reactants needed to synthesize it. The reactants are: C(OC([N:8]1[CH2:12][CH2:11][CH2:10][N:9]1[C:13]1[CH:18]=[CH:17][CH:16]=[CH:15][C:14]=1[Cl:19])=O)(C)(C)C. (8) Given the product [F:1][C:2]1[CH:11]=[CH:10][CH:9]=[C:8]2[C:3]=1[C:4]([C:19]1[C:20](=[O:21])[NH:22][C:25](=[O:24])[C:26]=1[C:28]1[C:29]3[S:42][CH:41]=[CH:40][C:30]=3[NH:31][CH:32]=1)=[N:5][C:6]([N:12]1[CH2:17][CH2:16][N:15]([CH3:18])[CH2:14][CH2:13]1)=[N:7]2, predict the reactants needed to synthesize it. The reactants are: [F:1][C:2]1[CH:11]=[CH:10][CH:9]=[C:8]2[C:3]=1[C:4]([CH2:19][C:20]([NH2:22])=[O:21])=[N:5][C:6]([N:12]1[CH2:17][CH2:16][N:15]([CH3:18])[CH2:14][CH2:13]1)=[N:7]2.C[O:24][C:25](=O)[C:26]([C:28]1[C:29]2[S:42][CH:41]=[CH:40][C:30]=2[N:31](C(OC(C)(C)C)=O)[CH:32]=1)=O.CC([O-])(C)C.[K+].